From a dataset of Peptide-MHC class II binding affinity with 134,281 pairs from IEDB. Regression. Given a peptide amino acid sequence and an MHC pseudo amino acid sequence, predict their binding affinity value. This is MHC class II binding data. The peptide sequence is STARAMAAAALST. The MHC is DRB1_0101 with pseudo-sequence DRB1_0101. The binding affinity (normalized) is 0.802.